This data is from Forward reaction prediction with 1.9M reactions from USPTO patents (1976-2016). The task is: Predict the product of the given reaction. (1) Given the reactants Br[C:2]1[CH:3]=[C:4]([C:16]([F:19])([F:18])[F:17])[C:5]2[N:6]([C:8]([Cl:15])=[C:9]([C:11]([O:13][CH3:14])=[O:12])[N:10]=2)[CH:7]=1.[Br-].[CH2:21]([Zn+])[CH:22]([CH3:24])[CH3:23], predict the reaction product. The product is: [Cl:15][C:8]1[N:6]2[CH:7]=[C:2]([CH2:21][CH:22]([CH3:24])[CH3:23])[CH:3]=[C:4]([C:16]([F:19])([F:18])[F:17])[C:5]2=[N:10][C:9]=1[C:11]([O:13][CH3:14])=[O:12]. (2) Given the reactants O=[C:2]([CH2:25][CH3:26])[CH:3]([C:16]1[CH:24]=[CH:23][CH:22]=[CH:21][C:17]=1[C:18](O)=[O:19])[C:4](=[O:15])[NH:5][C@H:6]([C:9]1[CH:14]=[CH:13][CH:12]=[CH:11][CH:10]=1)[CH2:7][CH3:8].[NH2:27][C:28]1[CH:33]=[CH:32][CH:31]=[CH:30][CH:29]=1, predict the reaction product. The product is: [C:9]1([C@@H:6]([NH:5][C:4]([C:3]2[C:16]3[C:17](=[CH:21][CH:22]=[CH:23][CH:24]=3)[C:18](=[O:19])[N:27]([C:28]3[CH:33]=[CH:32][CH:31]=[CH:30][CH:29]=3)[C:2]=2[CH2:25][CH3:26])=[O:15])[CH2:7][CH3:8])[CH:10]=[CH:11][CH:12]=[CH:13][CH:14]=1. (3) Given the reactants Br[C:2]([CH3:9])([CH3:8])[C:3]([O:5]CC)=O.[Br:10][C:11]1[CH:12]=[C:13]([CH2:18]Br)[C:14]([NH2:17])=[N:15][CH:16]=1, predict the reaction product. The product is: [Br:10][C:11]1[CH:12]=[C:13]2[C:14](=[N:15][CH:16]=1)[NH:17][C:3](=[O:5])[C:2]([CH3:8])([CH3:9])[CH2:18]2. (4) Given the reactants [N:1]1[N:2]2[CH:10]=[CH:9][CH:8]=[C:3]2[C:4](=O)[NH:5][CH:6]=1.O=P(Cl)(Cl)[Cl:13].CCN(C(C)C)C(C)C, predict the reaction product. The product is: [Cl:13][C:4]1[C:3]2=[CH:8][CH:9]=[CH:10][N:2]2[N:1]=[CH:6][N:5]=1.